This data is from Peptide-MHC class I binding affinity with 185,985 pairs from IEDB/IMGT. The task is: Regression. Given a peptide amino acid sequence and an MHC pseudo amino acid sequence, predict their binding affinity value. This is MHC class I binding data. (1) The peptide sequence is YSDIPRLKK. The MHC is HLA-A02:06 with pseudo-sequence HLA-A02:06. The binding affinity (normalized) is 0. (2) The peptide sequence is ALKNSQAEL. The MHC is HLA-A02:06 with pseudo-sequence HLA-A02:06. The binding affinity (normalized) is 0.0383.